Dataset: Catalyst prediction with 721,799 reactions and 888 catalyst types from USPTO. Task: Predict which catalyst facilitates the given reaction. (1) Reactant: [CH2:1]([O:8][C:9]([N:11]1[CH:15]([C:16](=[O:35])[NH:17][C:18]2[S:19][CH:20]=[C:21]([C:23]3[CH:28]=[CH:27][C:26]([C:29](=[O:34])[NH:30][CH:31]4[CH2:33][CH2:32]4)=[CH:25][CH:24]=3)[N:22]=2)[CH2:14][S:13][C@@H:12]1[C:36]1[CH:41]=[CH:40][C:39]([C:42]([O:44]C)=[O:43])=[CH:38][CH:37]=1)=[O:10])[C:2]1[CH:7]=[CH:6][CH:5]=[CH:4][CH:3]=1.[OH-].[Li+]. Product: [CH2:1]([O:8][C:9]([N:11]1[CH:15]([C:16](=[O:35])[NH:17][C:18]2[S:19][CH:20]=[C:21]([C:23]3[CH:28]=[CH:27][C:26]([C:29](=[O:34])[NH:30][CH:31]4[CH2:32][CH2:33]4)=[CH:25][CH:24]=3)[N:22]=2)[CH2:14][S:13][C@@H:12]1[C:36]1[CH:41]=[CH:40][C:39]([C:42]([OH:44])=[O:43])=[CH:38][CH:37]=1)=[O:10])[C:2]1[CH:3]=[CH:4][CH:5]=[CH:6][CH:7]=1. The catalyst class is: 1. (2) Reactant: [CH3:1][O:2][C:3]1[CH:8]=[C:7]([N+:9]([O-:11])=[O:10])[CH:6]=[CH:5][C:4]=1[C:12]([N:14]1[CH2:19][CH2:18][CH2:17][CH2:16][CH2:15]1)=O.CC(C[AlH]CC(C)C)C.O. Product: [CH3:1][O:2][C:3]1[CH:8]=[C:7]([N+:9]([O-:11])=[O:10])[CH:6]=[CH:5][C:4]=1[CH2:12][N:14]1[CH2:19][CH2:18][CH2:17][CH2:16][CH2:15]1. The catalyst class is: 1.